Dataset: Catalyst prediction with 721,799 reactions and 888 catalyst types from USPTO. Task: Predict which catalyst facilitates the given reaction. (1) Reactant: [CH2:1]([O:3][CH:4]([O:14][CH2:15][CH3:16])[CH2:5][O:6][C:7]1[CH:8]=[CH:9][C:10](F)=[N:11][CH:12]=1)[CH3:2].CC(C)([O-])C.[K+].[CH3:23][C:24]1[N:28]=[C:27]([NH:29][C:30]2[C:39]3[C:34](=[CH:35][CH:36]=[C:37]([OH:40])[CH:38]=3)[N:33]=[CH:32][N:31]=2)[S:26][N:25]=1.[Cl-].[NH4+]. Product: [CH2:1]([O:3][CH:4]([O:14][CH2:15][CH3:16])[CH2:5][O:6][C:7]1[CH:8]=[CH:9][C:10]([O:40][C:37]2[CH:38]=[C:39]3[C:34](=[CH:35][CH:36]=2)[N:33]=[CH:32][N:31]=[C:30]3[NH:29][C:27]2[S:26][N:25]=[C:24]([CH3:23])[N:28]=2)=[N:11][CH:12]=1)[CH3:2]. The catalyst class is: 80. (2) Reactant: C[Si]([C:5]#[C:6][C:7]1[CH:12]=[CH:11][C:10]([S:13]([NH2:16])(=[O:15])=[O:14])=[CH:9][CH:8]=1)(C)C.CCCC[N+](CCCC)(CCCC)CCCC.[F-].CCOC(C)=O.Cl. Product: [C:6]([C:7]1[CH:8]=[CH:9][C:10]([S:13]([NH2:16])(=[O:14])=[O:15])=[CH:11][CH:12]=1)#[CH:5]. The catalyst class is: 1.